This data is from Peptide-MHC class I binding affinity with 185,985 pairs from IEDB/IMGT. The task is: Regression. Given a peptide amino acid sequence and an MHC pseudo amino acid sequence, predict their binding affinity value. This is MHC class I binding data. (1) The peptide sequence is FLIGANYLGK. The MHC is HLA-A31:01 with pseudo-sequence HLA-A31:01. The binding affinity (normalized) is 0.240. (2) The peptide sequence is APGNYPAL. The MHC is H-2-Kd with pseudo-sequence H-2-Kd. The binding affinity (normalized) is 0. (3) The peptide sequence is HFDDVANGF. The MHC is HLA-A01:01 with pseudo-sequence HLA-A01:01. The binding affinity (normalized) is 0.0847. (4) The peptide sequence is RMLPKLAEF. The MHC is HLA-A31:01 with pseudo-sequence HLA-A31:01. The binding affinity (normalized) is 0.674. (5) The peptide sequence is ILSKWHTSAR. The MHC is HLA-A03:01 with pseudo-sequence HLA-A03:01. The binding affinity (normalized) is 0.668. (6) The peptide sequence is LTPEKGWLSTY. The MHC is Mamu-B01 with pseudo-sequence Mamu-B01. The binding affinity (normalized) is 0.